This data is from Full USPTO retrosynthesis dataset with 1.9M reactions from patents (1976-2016). The task is: Predict the reactants needed to synthesize the given product. (1) Given the product [OH:52][C:49]1[CH:50]=[C:51]2[C:46]([CH:45]=[CH:44][CH:43]=[C:42]2[NH:7][C:8]([C:10]2[CH:40]=[CH:39][C:13]3[N:14]([CH:33]4[CH2:34][CH2:35][CH2:36][CH2:37][CH2:38]4)[C:15]([C:17]4[CH:18]=[C:19]5[C:24](=[CH:25][CH:26]=4)[N:23]=[C:22]([C:27]4[CH:28]=[CH:29][CH:30]=[CH:31][CH:32]=4)[CH:21]=[N:20]5)=[N:16][C:12]=3[CH:11]=2)=[O:9])=[CH:47][CH:48]=1, predict the reactants needed to synthesize it. The reactants are: N1([NH:7][C:8]([C:10]2[CH:40]=[CH:39][C:13]3[N:14]([CH:33]4[CH2:38][CH2:37][CH2:36][CH2:35][CH2:34]4)[C:15]([C:17]4[CH:18]=[C:19]5[C:24](=[CH:25][CH:26]=4)[N:23]=[C:22]([C:27]4[CH:32]=[CH:31][CH:30]=[CH:29][CH:28]=4)[CH:21]=[N:20]5)=[N:16][C:12]=3[CH:11]=2)=[O:9])CCOCC1.N[C:42]1[CH:43]=[CH:44][CH:45]=[C:46]2[C:51]=1[CH:50]=[C:49]([OH:52])[CH:48]=[CH:47]2. (2) Given the product [NH2:20][C@H:21]1[CH2:22][CH2:23][C@H:24]([CH2:27][NH:28][C:29]2[C:34]([N+:35]([O-:37])=[O:36])=[CH:33][N:32]=[C:11]([NH:10][CH2:9][C:3]3[C:2]([Cl:1])=[CH:7][NH:6][C:5](=[O:8])[CH:4]=3)[N:30]=2)[CH2:25][CH2:26]1, predict the reactants needed to synthesize it. The reactants are: [Cl:1][C:2]1[C:3]([CH2:9][NH:10][C:11](=O)C)=[CH:4][C:5](=[O:8])[NH:6][CH:7]=1.C(OC(=O)[NH:20][CH:21]1[CH2:26][CH2:25][CH:24]([CH2:27][NH:28][C:29]2[C:34]([N+:35]([O-:37])=[O:36])=[CH:33][N:32]=C(Cl)[N:30]=2)[CH2:23][CH2:22]1)(C)(C)C.C(N(C(C)C)CC)(C)C. (3) Given the product [Cl:23][C:21]1[CH:22]=[C:17]([C:15]([N:7]2[C:8]3[CH:14]=[CH:13][CH:12]=[CH:11][C:9]=3[CH2:10][N:4]3[CH:3]=[CH:2][CH:1]=[C:5]3[CH2:6]2)=[O:16])[C:18]([O:33][CH3:34])=[CH:19][C:20]=1[C:43]1[CH2:44][CH2:45][CH2:46][C:41](=[O:40])[C:42]=1[CH3:48], predict the reactants needed to synthesize it. The reactants are: [CH:1]1[CH:2]=[CH:3][N:4]2[CH2:10][C:9]3[CH:11]=[CH:12][CH:13]=[CH:14][C:8]=3[N:7]([C:15]([C:17]3[CH:22]=[C:21]([Cl:23])[C:20](B4OC(C)(C)C(C)(C)O4)=[CH:19][C:18]=3[O:33][CH3:34])=[O:16])[CH2:6][C:5]=12.FC(F)(F)S([O:40][C:41]1[CH2:46][CH2:45][CH2:44][C:43](=O)[C:42]=1[CH3:48])(=O)=O. (4) Given the product [C:1]([CH:3]([NH:8][C:9]([CH:11]1[CH2:16][CH2:15][CH2:14][CH2:13][CH:12]1[NH:17][C:18]([C:20]1[N:21]([CH2:33][CH2:34][CH2:35][Cl:36])[C:22]2[C:27]([CH:28]=1)=[CH:26][CH:25]=[C:24]([Cl:29])[CH:23]=2)=[O:19])=[O:10])[CH2:4][CH:5]([CH3:7])[CH3:6])#[N:2], predict the reactants needed to synthesize it. The reactants are: [C:1]([CH:3]([NH:8][C:9]([CH:11]1[CH2:16][CH2:15][CH2:14][CH2:13][CH:12]1[NH:17][C:18]([C:20]1[NH:21][C:22]2[C:27]([CH:28]=1)=[CH:26][CH:25]=[C:24]([Cl:29])[CH:23]=2)=[O:19])=[O:10])[CH2:4][CH:5]([CH3:7])[CH3:6])#[N:2].[H-].[Na+].Br[CH2:33][CH2:34][CH2:35][Cl:36]. (5) Given the product [Br:1][C:2]1[CH:11]=[C:10]2[C:5]([N:6]=[CH:7][C:8]([C:16]3[CH:17]=[CH:18][N:13]=[CH:14][CH:15]=3)=[N:9]2)=[CH:4][CH:3]=1, predict the reactants needed to synthesize it. The reactants are: [Br:1][C:2]1[CH:11]=[C:10]2[C:5]([N:6]=[CH:7][C:8](Cl)=[N:9]2)=[CH:4][CH:3]=1.[N:13]1[CH:18]=[CH:17][C:16](B(O)O)=[CH:15][CH:14]=1.C(=O)([O-])[O-].[K+].[K+]. (6) The reactants are: Cl.[NH2:2][C@@H:3]([CH2:24][CH:25]1[CH2:30][CH2:29][CH2:28][CH2:27][CH2:26]1)[C:4]([NH:6][C@H:7]1[CH2:13][CH2:12][CH2:11][N:10]([S:14]([C:17]2[CH:22]=[CH:21][CH:20]=[CH:19][N:18]=2)(=[O:16])=[O:15])[CH2:9][C@@H:8]1[OH:23])=[O:5].[CH3:31][C:32]1[O:33][C:34]([CH3:40])=[CH:35][C:36]=1[C:37](O)=[O:38].CC(OI1(OC(C)=O)(OC(C)=O)OC(=O)C2C=CC=CC1=2)=O. Given the product [CH:25]1([CH2:24][C@H:3]([NH:2][C:37]([C:36]2[CH:35]=[C:34]([CH3:40])[O:33][C:32]=2[CH3:31])=[O:38])[C:4](=[O:5])[NH:6][C@H:7]2[CH2:13][CH2:12][CH2:11][N:10]([S:14]([C:17]3[CH:22]=[CH:21][CH:20]=[CH:19][N:18]=3)(=[O:15])=[O:16])[CH2:9][C:8]2=[O:23])[CH2:30][CH2:29][CH2:28][CH2:27][CH2:26]1, predict the reactants needed to synthesize it. (7) The reactants are: [NH2:1][C:2]1[CH:7]=[CH:6][CH:5]=[CH:4][CH:3]=1.[CH3:8][C:9]([CH3:33])([CH3:32])[CH2:10][C:11]([NH:13][C:14]1[CH:15]=[C:16]2[C:20](=[CH:21][CH:22]=1)[N:19]([C:23]1[CH:28]=[CH:27][CH:26]=[CH:25][CH:24]=1)[C:18]([C:29]([OH:31])=O)=[CH:17]2)=[O:12].C(Cl)CCl.Cl. Given the product [CH3:33][C:9]([CH3:8])([CH3:32])[CH2:10][C:11]([NH:13][C:14]1[CH:15]=[C:16]2[C:20](=[CH:21][CH:22]=1)[N:19]([C:23]1[CH:28]=[CH:27][CH:26]=[CH:25][CH:24]=1)[C:18]([C:29]([NH:1][C:2]1[CH:7]=[CH:6][CH:5]=[CH:4][CH:3]=1)=[O:31])=[CH:17]2)=[O:12], predict the reactants needed to synthesize it. (8) The reactants are: [OH:1][C:2]([C:5]1[CH:31]=[CH:30][C:8]([C:9]([NH:11][C:12]2[CH:17]=[C:16]([N:18]3[CH2:23][CH2:22][CH2:21][C@@H:20]([C:24]([OH:26])=O)[CH2:19]3)[N:15]3[N:27]=[CH:28][CH:29]=[C:14]3[N:13]=2)=[O:10])=[CH:7][CH:6]=1)([CH3:4])[CH3:3].[CH2:32]([NH2:34])[CH3:33].CCN=C=NCCCN(C)C.C1C=CC2N(O)N=NC=2C=1. Given the product [CH2:32]([NH:34][C:24]([C@@H:20]1[CH2:21][CH2:22][CH2:23][N:18]([C:16]2[N:15]3[N:27]=[CH:28][CH:29]=[C:14]3[N:13]=[C:12]([NH:11][C:9](=[O:10])[C:8]3[CH:30]=[CH:31][C:5]([C:2]([OH:1])([CH3:3])[CH3:4])=[CH:6][CH:7]=3)[CH:17]=2)[CH2:19]1)=[O:26])[CH3:33], predict the reactants needed to synthesize it. (9) Given the product [CH3:1][O:2][C:3]([C:5]1[C:14]2[C:9](=[CH:10][CH:11]=[CH:12][CH:13]=2)[C:8]([C:15](=[O:17])[NH:42][C:26]2[C:27]([Cl:41])=[CH:28][C:29]([C:31]([F:40])([C:32]([F:33])([F:34])[F:35])[C:36]([F:37])([F:38])[F:39])=[CH:30][C:25]=2[Cl:24])=[CH:7][CH:6]=1)=[O:4], predict the reactants needed to synthesize it. The reactants are: [CH3:1][O:2][C:3]([C:5]1[C:14]2[C:9](=[CH:10][CH:11]=[CH:12][CH:13]=2)[C:8]([C:15]([OH:17])=O)=[CH:7][CH:6]=1)=[O:4].C(Cl)(=O)C(Cl)=O.[Cl:24][C:25]1[CH:30]=[C:29]([C:31]([F:40])([C:36]([F:39])([F:38])[F:37])[C:32]([F:35])([F:34])[F:33])[CH:28]=[C:27]([Cl:41])[C:26]=1[NH2:42].N1C=CC=CC=1. (10) The reactants are: [CH:1]1([C:5]2[C:10]([OH:11])=[C:9]([F:12])[C:8]([C:13]3[N:14]=[C:15]4[CH:21]=[CH:20][NH:19][C:16]4=[N:17][CH:18]=3)=[CH:7][CH:6]=2)[CH2:4][CH2:3][CH2:2]1.Cl[C:23]1[CH:28]=[C:27]([O:29][CH3:30])[N:26]=[CH:25][N:24]=1. Given the product [CH:1]1([C:5]2[CH:6]=[CH:7][C:8]([C:13]3[N:14]=[C:15]4[CH:21]=[CH:20][NH:19][C:16]4=[N:17][CH:18]=3)=[C:9]([F:12])[C:10]=2[O:11][C:23]2[CH:28]=[C:27]([O:29][CH3:30])[N:26]=[CH:25][N:24]=2)[CH2:2][CH2:3][CH2:4]1, predict the reactants needed to synthesize it.